This data is from Catalyst prediction with 721,799 reactions and 888 catalyst types from USPTO. The task is: Predict which catalyst facilitates the given reaction. Reactant: [CH3:1][O:2][C:3]1[N:8]=[C:7]([CH3:9])[CH:6]=[CH:5][N:4]=1.[N:10](OCCCC)=[O:11].C[O-].[K+].Cl. Product: [CH3:1][O:2][C:3]1[N:8]=[C:7]([CH:9]=[N:10][OH:11])[CH:6]=[CH:5][N:4]=1. The catalyst class is: 3.